Dataset: Acute oral toxicity (LD50) regression data from Zhu et al.. Task: Regression/Classification. Given a drug SMILES string, predict its toxicity properties. Task type varies by dataset: regression for continuous values (e.g., LD50, hERG inhibition percentage) or binary classification for toxic/non-toxic outcomes (e.g., AMES mutagenicity, cardiotoxicity, hepatotoxicity). Dataset: ld50_zhu. (1) The drug is CCC(=O)c1ccccc1. The rat oral LD50 is 1.48, given as -log10 of the dose in mol/kg body weight (higher means more acutely toxic). (2) The compound is COc1ccc2cc(C(C)C(=O)OCC(O)CO)ccc2c1. The rat oral LD50 is 2.27, given as -log10 of the dose in mol/kg body weight (higher means more acutely toxic).